This data is from Human liver microsome stability data. The task is: Regression/Classification. Given a drug SMILES string, predict its absorption, distribution, metabolism, or excretion properties. Task type varies by dataset: regression for continuous measurements (e.g., permeability, clearance, half-life) or binary classification for categorical outcomes (e.g., BBB penetration, CYP inhibition). Dataset: hlm. The drug is Cc1cccc2c1CCN2C(=O)c1ccc2c(c1)N(C1CC1)C(C)C(=O)N2C. The result is 1 (stable in human liver microsomes).